The task is: Predict the product of the given reaction.. This data is from Forward reaction prediction with 1.9M reactions from USPTO patents (1976-2016). (1) The product is: [NH2:1][C:2]1[N:7]=[CH:6][N:5]=[C:4]2[N:8]([C@@H:26]3[CH2:31][CH2:30][CH2:29][N:28]([C:32]([C:33](=[CH:39][CH:40]4[CH2:42][CH2:41]4)[C:34]#[N:35])=[O:36])[CH2:27]3)[N:9]=[C:10]([C:11]3[CH:16]=[CH:15][C:14]([O:17][C:18]4[CH:23]=[C:22]([F:24])[CH:21]=[CH:20][C:19]=4[F:25])=[CH:13][CH:12]=3)[C:3]=12. Given the reactants [NH2:1][C:2]1[N:7]=[CH:6][N:5]=[C:4]2[N:8]([C@@H:26]3[CH2:31][CH2:30][CH2:29][N:28]([C:32](=[O:36])[CH2:33][C:34]#[N:35])[CH2:27]3)[N:9]=[C:10]([C:11]3[CH:16]=[CH:15][C:14]([O:17][C:18]4[CH:23]=[C:22]([F:24])[CH:21]=[CH:20][C:19]=4[F:25])=[CH:13][CH:12]=3)[C:3]=12.N1[CH2:42][CH2:41][CH2:40][CH2:39]C1.C1(C=O)CC1, predict the reaction product. (2) Given the reactants [NH2:1][CH2:2][CH2:3][CH2:4][CH2:5][N:6]1[C:18]2[C:17]3[CH:16]=[CH:15][CH:14]=[CH:13][C:12]=3[N:11]=[C:10]([NH2:19])[C:9]=2[N:8]=[C:7]1[CH2:20][CH2:21][O:22][CH3:23].[NH:24]1[C:32]2[C:27](=[CH:28][CH:29]=[CH:30][CH:31]=2)[C:26]([C:33](O)=[O:34])=[CH:25]1, predict the reaction product. The product is: [NH2:19][C:10]1[C:9]2[N:8]=[C:7]([CH2:20][CH2:21][O:22][CH3:23])[N:6]([CH2:5][CH2:4][CH2:3][CH2:2][NH:1][C:33]([C:26]3[C:27]4[C:32](=[CH:31][CH:30]=[CH:29][CH:28]=4)[NH:24][CH:25]=3)=[O:34])[C:18]=2[C:17]2[CH:16]=[CH:15][CH:14]=[CH:13][C:12]=2[N:11]=1. (3) Given the reactants Br[C:2]1[CH:7]=[CH:6][C:5]([O:8][CH:9]([F:11])[F:10])=[C:4]([CH3:12])[CH:3]=1.[C:13]([Si:15]([CH3:18])([CH3:17])[CH3:16])#[CH:14].C(N(CC)CC)C.N#N, predict the reaction product. The product is: [F:10][CH:9]([F:11])[O:8][C:5]1[CH:6]=[CH:7][C:2]([C:14]#[C:13][Si:15]([CH3:18])([CH3:17])[CH3:16])=[CH:3][C:4]=1[CH3:12]. (4) Given the reactants [NH2:1][C:2]1[CH:11]=[CH:10][C:9]([CH2:12][N:13]([CH2:25][C:26]2[CH:31]=[CH:30][C:29]([Cl:32])=[C:28]([Cl:33])[CH:27]=2)[S:14]([C:17]2[CH:22]=[CH:21][CH:20]=[CH:19][C:18]=2[O:23][CH3:24])(=[O:16])=[O:15])=[CH:8][C:3]=1[C:4]([O:6][CH3:7])=[O:5].Cl[C:35]([C:37]([O:39][CH3:40])=[O:38])=[O:36], predict the reaction product. The product is: [CH3:40][O:39][C:37]([C:35](=[O:36])[NH:1][C:2]1[CH:11]=[CH:10][C:9]([CH2:12][N:13]([CH2:25][C:26]2[CH:31]=[CH:30][C:29]([Cl:32])=[C:28]([Cl:33])[CH:27]=2)[S:14]([C:17]2[CH:22]=[CH:21][CH:20]=[CH:19][C:18]=2[O:23][CH3:24])(=[O:16])=[O:15])=[CH:8][C:3]=1[C:4]([O:6][CH3:7])=[O:5])=[O:38]. (5) Given the reactants C(OC(=O)[NH:7][C:8]1[CH:13]=[C:12]([N:14]([CH2:16][CH:17]([CH3:19])[CH3:18])[CH3:15])[C:11]([C:20]([F:23])([F:22])[F:21])=[CH:10][C:9]=1[NH:24][C:25](=[O:48])[CH2:26][C:27](=O)[C:28]1[CH:33]=[CH:32][CH:31]=[C:30]([N:34]2[C:38]([CH2:39][O:40]C3CCCCO3)=[CH:37][N:36]=[N:35]2)[CH:29]=1)(C)(C)C.C(O)(C(F)(F)F)=O, predict the reaction product. The product is: [OH:40][CH2:39][C:38]1[N:34]([C:30]2[CH:29]=[C:28]([C:27]3[CH2:26][C:25](=[O:48])[NH:24][C:9]4[CH:10]=[C:11]([C:20]([F:23])([F:21])[F:22])[C:12]([N:14]([CH2:16][CH:17]([CH3:19])[CH3:18])[CH3:15])=[CH:13][C:8]=4[N:7]=3)[CH:33]=[CH:32][CH:31]=2)[N:35]=[N:36][CH:37]=1.